Dataset: Ames mutagenicity test results for genotoxicity prediction. Task: Regression/Classification. Given a drug SMILES string, predict its toxicity properties. Task type varies by dataset: regression for continuous values (e.g., LD50, hERG inhibition percentage) or binary classification for toxic/non-toxic outcomes (e.g., AMES mutagenicity, cardiotoxicity, hepatotoxicity). Dataset: ames. (1) The compound is C=C1C2CCC3C4(C)CCCC(C)(C(=O)O)C4CCC3(C2)C1O. The result is 0 (non-mutagenic). (2) The drug is CN(C)c1ccc(/C=C/c2ccccc2)cc1. The result is 1 (mutagenic). (3) The drug is CC(=O)ON(C(C)=O)c1ccc(-c2ccccc2)cc1. The result is 1 (mutagenic). (4) The result is 0 (non-mutagenic). The drug is [O-][N+](O)=C=Cc1ccco1. (5) The drug is CCc1cnccn1. The result is 0 (non-mutagenic).